Dataset: Catalyst prediction with 721,799 reactions and 888 catalyst types from USPTO. Task: Predict which catalyst facilitates the given reaction. (1) Reactant: [Cl:1][CH2:2][C:3](Cl)=[O:4].[NH2:6][C:7]1[CH:12]=[CH:11][C:10]([C:13]2[CH:14]=[C:15]([O:20][CH2:21][C:22]3([CH2:25][NH:26][C:27](=[O:33])[O:28][C:29]([CH3:32])([CH3:31])[CH3:30])[CH2:24][CH2:23]3)[CH:16]=[N:17][C:18]=2[Cl:19])=[CH:9][CH:8]=1.C(N(CC)CC)C. Product: [C:29]([O:28][C:27](=[O:33])[NH:26][CH2:25][C:22]1([CH2:21][O:20][C:15]2[CH:16]=[N:17][C:18]([Cl:19])=[C:13]([C:10]3[CH:9]=[CH:8][C:7]([NH:6][C:3](=[O:4])[CH2:2][Cl:1])=[CH:12][CH:11]=3)[CH:14]=2)[CH2:24][CH2:23]1)([CH3:32])([CH3:30])[CH3:31]. The catalyst class is: 7. (2) Reactant: [C:1]([O:6]CC)(=O)[CH:2]=[N:3][OH:4].[N:9]1([CH2:14][CH2:15][CH2:16][NH2:17])[CH2:13][CH2:12][CH2:11][CH2:10]1. Product: [OH:4][N:3]=[CH:2][C:1]([NH:17][CH2:16][CH2:15][CH2:14][N:9]1[CH2:13][CH2:12][CH2:11][CH2:10]1)=[O:6]. The catalyst class is: 8. (3) Reactant: [O:1]=[C:2]1[NH:6][C:5](=[O:7])[C:4]2([CH2:12][CH2:11][CH2:10][N:9]([C:13]([O:15][C:16]([CH3:19])([CH3:18])[CH3:17])=[O:14])[CH2:8]2)[NH:3]1.C(=O)([O-])[O-].[K+].[K+].I[CH2:27][CH3:28]. Product: [CH2:27]([N:6]1[C:5](=[O:7])[C:4]2([CH2:12][CH2:11][CH2:10][N:9]([C:13]([O:15][C:16]([CH3:19])([CH3:18])[CH3:17])=[O:14])[CH2:8]2)[NH:3][C:2]1=[O:1])[CH3:28]. The catalyst class is: 39. (4) Reactant: [CH3:1][N:2]([O:41]CC1C=CC=CC=1)[C:3]([CH2:5][N:6]1[CH2:14][CH2:13][N:12]([CH2:15][C:16](=[O:27])[N:17]([O:19]CC2C=CC=CC=2)[CH3:18])[CH2:11][CH2:10][N:9]([CH2:28][C:29](=[O:40])[N:30]([O:32]CC2C=CC=CC=2)[CH3:31])[CH2:8][CH2:7]1)=[O:4]. Product: [CH3:1][N:2]([OH:41])[C:3]([CH2:5][N:6]1[CH2:7][CH2:8][N:9]([CH2:28][C:29](=[O:40])[N:30]([OH:32])[CH3:31])[CH2:10][CH2:11][N:12]([CH2:15][C:16](=[O:27])[N:17]([OH:19])[CH3:18])[CH2:13][CH2:14]1)=[O:4]. The catalyst class is: 45. (5) Reactant: [Br:1][C:2]1[CH:7]=[CH:6][C:5]([O:8][CH3:9])=[CH:4][C:3]=1[CH2:10][OH:11].N1C=CN=C1.[CH:17]([Si:20](Cl)([CH:24]([CH3:26])[CH3:25])[CH:21]([CH3:23])[CH3:22])([CH3:19])[CH3:18]. Product: [Br:1][C:2]1[CH:7]=[CH:6][C:5]([O:8][CH3:9])=[CH:4][C:3]=1[CH2:10][O:11][Si:20]([CH:24]([CH3:26])[CH3:25])([CH:21]([CH3:23])[CH3:22])[CH:17]([CH3:19])[CH3:18]. The catalyst class is: 3.